The task is: Regression. Given a peptide amino acid sequence and an MHC pseudo amino acid sequence, predict their binding affinity value. This is MHC class I binding data.. This data is from Peptide-MHC class I binding affinity with 185,985 pairs from IEDB/IMGT. (1) The peptide sequence is AVLDMCAALK. The MHC is HLA-A11:01 with pseudo-sequence HLA-A11:01. The binding affinity (normalized) is 0.834. (2) The peptide sequence is IFKNLTKPL. The MHC is HLA-B18:01 with pseudo-sequence HLA-B18:01. The binding affinity (normalized) is 0.0847. (3) The peptide sequence is MTFPLHFRS. The MHC is HLA-B15:01 with pseudo-sequence HLA-B15:01. The binding affinity (normalized) is 0.0847. (4) The peptide sequence is RRFDTFKAF. The MHC is HLA-B15:09 with pseudo-sequence HLA-B15:09. The binding affinity (normalized) is 0.0847.